This data is from Reaction yield outcomes from USPTO patents with 853,638 reactions. The task is: Predict the reaction yield, written as a fraction of the theoretical maximum amount of product (1.0 means a 100% yield; for example, 0.34 means a 34% yield). The reactants are [Cl:1][C:2]1[CH:7]=[CH:6][C:5]([CH:8]([OH:22])[C:9]#[C:10][C:11]2([OH:21])[CH2:20][CH2:19][C:14]3([O:18][CH2:17][CH2:16][O:15]3)[CH2:13][CH2:12]2)=[CH:4][CH:3]=1. The catalyst is ClCCl.[O-2].[O-2].[Mn+4]. The product is [Cl:1][C:2]1[CH:7]=[CH:6][C:5]([C:8](=[O:22])[C:9]#[C:10][C:11]2([OH:21])[CH2:20][CH2:19][C:14]3([O:15][CH2:16][CH2:17][O:18]3)[CH2:13][CH2:12]2)=[CH:4][CH:3]=1. The yield is 0.710.